From a dataset of Forward reaction prediction with 1.9M reactions from USPTO patents (1976-2016). Predict the product of the given reaction. (1) Given the reactants [OH:1][C:2]1([CH2:15][N:16]2[C:21](=[O:22])[C:20]3[CH:23]=[C:24]([CH2:26][CH2:27][CH3:28])[S:25][C:19]=3[N:18]=[CH:17]2)[CH2:7][CH2:6][N:5](C(OC(C)(C)C)=O)[CH2:4][CH2:3]1.[F:29][C:30]([F:35])([F:34])[C:31]([OH:33])=[O:32], predict the reaction product. The product is: [F:29][C:30]([F:35])([F:34])[C:31]([OH:33])=[O:32].[OH:1][C:2]1([CH2:15][N:16]2[C:21](=[O:22])[C:20]3[CH:23]=[C:24]([CH2:26][CH2:27][CH3:28])[S:25][C:19]=3[N:18]=[CH:17]2)[CH2:7][CH2:6][NH:5][CH2:4][CH2:3]1. (2) The product is: [Br:19][C:20]1[S:21][C:22]([CH:25]([C:35]2[C:34]3[C:38](=[C:30]([CH2:29][S:28][CH3:27])[CH:31]=[CH:32][CH:33]=3)[NH:37][CH:36]=2)[CH:6]2[C:7](=[O:8])[O:9][C:2]([CH3:10])([CH3:1])[O:3][C:4]2=[O:5])=[CH:23][N:24]=1. Given the reactants [CH3:1][C:2]1([CH3:10])[O:9][C:7](=[O:8])[CH2:6][C:4](=[O:5])[O:3]1.N1CCCC1C(O)=O.[Br:19][C:20]1[S:21][C:22]([CH:25]=O)=[CH:23][N:24]=1.[CH3:27][S:28][CH2:29][C:30]1[CH:31]=[CH:32][CH:33]=[C:34]2[C:38]=1[NH:37][CH:36]=[CH:35]2, predict the reaction product. (3) Given the reactants C(OC([N:6]1[C:10]2=[N:11][CH:12]=[C:13](B3OC(C)(C)C(C)(C)O3)[CH:14]=[C:9]2[CH:8]=[C:7]1[C:24]1[C:29]([F:30])=[CH:28][CH:27]=[CH:26][C:25]=1[F:31])=O)C.Br[C:33]1[N:37]([CH3:38])[N:36]=[C:35]([C:39]2[CH:40]=[N:41][CH:42]=[CH:43][CH:44]=2)[N:34]=1, predict the reaction product. The product is: [F:30][C:29]1[CH:28]=[CH:27][CH:26]=[C:25]([F:31])[C:24]=1[C:7]1[NH:6][C:10]2=[N:11][CH:12]=[C:13]([C:33]3[N:37]([CH3:38])[N:36]=[C:35]([C:39]4[CH:40]=[N:41][CH:42]=[CH:43][CH:44]=4)[N:34]=3)[CH:14]=[C:9]2[CH:8]=1. (4) Given the reactants [F:1][C:2]1[CH:3]=[C:4]2[C:9](=[CH:10][CH:11]=1)[N:8]=[C:7]([NH:12][C@H:13]1[CH2:17][CH2:16][C@H:15]([NH2:18])[CH2:14]1)[CH:6]=[C:5]2[CH3:19].[CH3:20][N:21]1[C:29]2[C:24](=[CH:25][CH:26]=[CH:27][CH:28]=2)[C:23]([CH:30]=O)=[N:22]1.CC(O)=O, predict the reaction product. The product is: [F:1][C:2]1[CH:3]=[C:4]2[C:9](=[CH:10][CH:11]=1)[N:8]=[C:7]([NH:12][C@H:13]1[CH2:17][CH2:16][C@H:15]([NH:18][CH2:30][C:23]3[C:24]4[C:29](=[CH:28][CH:27]=[CH:26][CH:25]=4)[N:21]([CH3:20])[N:22]=3)[CH2:14]1)[CH:6]=[C:5]2[CH3:19].